Dataset: Forward reaction prediction with 1.9M reactions from USPTO patents (1976-2016). Task: Predict the product of the given reaction. Given the reactants [N:1]1[CH:6]=[CH:5][C:4]([CH:7]=[O:8])=[CH:3][CH:2]=1.[CH3:9][Mg]Br, predict the reaction product. The product is: [N:1]1[CH:6]=[CH:5][C:4]([CH:7]([OH:8])[CH3:9])=[CH:3][CH:2]=1.